From a dataset of Catalyst prediction with 721,799 reactions and 888 catalyst types from USPTO. Predict which catalyst facilitates the given reaction. (1) Reactant: [C:1](/[C:3](=[CH:7]\[C:8]1[CH:13]=[CH:12][CH:11]=[C:10]([O:14][CH3:15])[N:9]=1)/[C:4]([O-:6])=[O:5])#[N:2].[BH4-].[Na+].Cl.[CH3:19]O. Product: [NH2:2][CH2:1][CH:3]([CH2:7][C:8]1[CH:13]=[CH:12][CH:11]=[C:10]([O:14][CH3:15])[N:9]=1)[C:4]([O:6][CH3:19])=[O:5]. The catalyst class is: 1. (2) Reactant: C([O:4][C:5]([C:7]1[N:8]([NH:12][CH2:13][CH2:14][CH:15]([CH3:17])[CH3:16])[CH:9]=[CH:10][CH:11]=1)=[O:6])C=C.Cl.C(ON)C1C=CC=CC=1. Product: [CH3:16][CH:15]([CH3:17])[CH2:14][CH2:13][NH:12][N:8]1[CH:9]=[CH:10][CH:11]=[C:7]1[C:5]([OH:6])=[O:4]. The catalyst class is: 668. (3) Reactant: [Br-].[CH3:2][O:3][C:4]1[CH:5]=[C:6]([CH2:12][P+](C2C=CC=CC=2)(C2C=CC=CC=2)C2C=CC=CC=2)[CH:7]=[CH:8][C:9]=1[O:10][CH3:11].[Li]CCCC.[CH:37]([C:40]1[CH:41]=[C:42]([CH:46]([CH3:50])[CH2:47][CH:48]=O)[CH:43]=[CH:44][CH:45]=1)([CH3:39])[CH3:38].O. Product: [CH:37]([C:40]1[CH:41]=[C:42]([CH:46]([CH3:50])[CH2:47][CH:48]=[CH:12][C:6]2[CH:7]=[CH:8][C:9]([O:10][CH3:11])=[C:4]([O:3][CH3:2])[CH:5]=2)[CH:43]=[CH:44][CH:45]=1)([CH3:39])[CH3:38]. The catalyst class is: 1. (4) Reactant: [N:1]([CH2:4][CH2:5][CH2:6][NH2:7])=[N+:2]=[N-:3].CCN(CC)CC.[C:15]1(=[O:21])[O:20][C:18](=[O:19])[CH2:17][CH2:16]1. Product: [N:1]([CH2:4][CH2:5][CH2:6][NH:7][C:15]([CH2:16][CH2:17][C:18]([OH:20])=[O:19])=[O:21])=[N+:2]=[N-:3]. The catalyst class is: 21. (5) Reactant: [OH:1][C:2]1[CH:7]=[C:6]([CH3:8])[N:5]([CH:9]([C:11]2[CH:12]=[N:13][C:14]([CH3:17])=[CH:15][CH:16]=2)[CH3:10])[C:4](=[O:18])[CH:3]=1.[CH3:19][C:20]1[CH:25]=[CH:24][C:23]([S:26](Cl)(=[O:28])=[O:27])=[CH:22][CH:21]=1.C(N(CC)CC)C. Product: [CH3:8][C:6]1[N:5]([CH:9]([C:11]2[CH:12]=[N:13][C:14]([CH3:17])=[CH:15][CH:16]=2)[CH3:10])[C:4](=[O:18])[CH:3]=[C:2]([O:1][S:26]([C:23]2[CH:24]=[CH:25][C:20]([CH3:19])=[CH:21][CH:22]=2)(=[O:28])=[O:27])[CH:7]=1. The catalyst class is: 4.